This data is from Reaction yield outcomes from USPTO patents with 853,638 reactions. The task is: Predict the reaction yield, written as a fraction of the theoretical maximum amount of product (1.0 means a 100% yield; for example, 0.34 means a 34% yield). The product is [CH:22]1([CH:21]=[C:20]([C:27]2[CH:32]=[CH:31][C:30]([C:33]([OH:36])([CH3:34])[CH3:35])=[CH:29][CH:28]=2)[C:11]2[NH:10][C:14]3=[N:15][CH:16]=[C:17]([F:19])[CH:18]=[C:13]3[CH:12]=2)[CH2:26][CH2:25][CH2:24][CH2:23]1. The yield is 0.940. The catalyst is C(O)C.O1CCCC1. The reactants are C1(S([N:10]2[C:14]3=[N:15][CH:16]=[C:17]([F:19])[CH:18]=[C:13]3[CH:12]=[C:11]2[C:20]([C:27]2[CH:32]=[CH:31][C:30]([C:33]([OH:36])([CH3:35])[CH3:34])=[CH:29][CH:28]=2)=[CH:21][CH:22]2[CH2:26][CH2:25][CH2:24][CH2:23]2)(=O)=O)C=CC=CC=1.[OH-].[Na+].N.